From a dataset of Peptide-MHC class I binding affinity with 185,985 pairs from IEDB/IMGT. Regression. Given a peptide amino acid sequence and an MHC pseudo amino acid sequence, predict their binding affinity value. This is MHC class I binding data. (1) The peptide sequence is AAMVLLLRK. The MHC is HLA-A31:01 with pseudo-sequence HLA-A31:01. The binding affinity (normalized) is 0.0847. (2) The peptide sequence is FQPQSGNAM. The MHC is BoLA-AW10 with pseudo-sequence BoLA-AW10. The binding affinity (normalized) is 0.0641.